This data is from Catalyst prediction with 721,799 reactions and 888 catalyst types from USPTO. The task is: Predict which catalyst facilitates the given reaction. Reactant: [CH3:1][C@H:2]1[O:7][C@@H:6]([CH3:8])[CH2:5][N:4]([C:9]2[C:30]([CH:31]=O)=[CH:29][C:12]3[C:13]([C:16]4[S:17][CH:18]=[C:19]([C:21]([N:23]5[CH2:28][CH2:27][O:26][CH2:25][CH2:24]5)=[O:22])[N:20]=4)=[N:14][O:15][C:11]=3[C:10]=2[F:33])[CH2:3]1.[NH:34]1[C:41](=[O:42])[CH2:40][C:38](=[O:39])[NH:37][C:35]1=[O:36]. Product: [F:33][C:10]1[C:11]2[O:15][N:14]=[C:13]([C:16]3[S:17][CH:18]=[C:19]([C:21]([N:23]4[CH2:24][CH2:25][O:26][CH2:27][CH2:28]4)=[O:22])[N:20]=3)[C:12]=2[CH:29]=[C:30]2[C:9]=1[N:4]1[CH2:3][C@@H:2]([CH3:1])[O:7][C@@H:6]([CH3:8])[C@@H:5]1[C:40]1([C:38](=[O:39])[NH:37][C:35](=[O:36])[NH:34][C:41]1=[O:42])[CH2:31]2. The catalyst class is: 41.